Dataset: Reaction yield outcomes from USPTO patents with 853,638 reactions. Task: Predict the reaction yield, written as a fraction of the theoretical maximum amount of product (1.0 means a 100% yield; for example, 0.34 means a 34% yield). (1) The reactants are C(O)(=O)C.[CH2:5]([O:12][C:13](=[O:38])[NH:14][C@H:15]1[CH2:20][CH2:19][C@H:18]([C:21]2(O)[NH:34][C:33]3[C:32]4[C:27](=[CH:28][CH:29]=[C:30]([O:35][CH3:36])[N:31]=4)[N:26]=[CH:25][C:24]=3[O:23][CH2:22]2)[CH2:17][CH2:16]1)[C:6]1[CH:11]=[CH:10][CH:9]=[CH:8][CH:7]=1.C([BH3-])#N.[Na+]. The catalyst is ClCCl.CO. The product is [CH2:5]([O:12][C:13](=[O:38])[NH:14][C@H:15]1[CH2:20][CH2:19][C@H:18]([CH:21]2[NH:34][C:33]3[C:32]4[C:27](=[CH:28][CH:29]=[C:30]([O:35][CH3:36])[N:31]=4)[N:26]=[CH:25][C:24]=3[O:23][CH2:22]2)[CH2:17][CH2:16]1)[C:6]1[CH:7]=[CH:8][CH:9]=[CH:10][CH:11]=1. The yield is 0.760. (2) The reactants are [CH2:1]([NH:8][C:9]1[CH:16]=[CH:15][C:12]([C:13]#[N:14])=[CH:11][CH:10]=1)[C:2]1[CH:7]=[CH:6][CH:5]=[CH:4][CH:3]=1.[H-].[Al+3].[Li+].[H-].[H-].[H-].O.[OH-].[Na+]. The catalyst is O1CCCC1. The product is [NH2:14][CH2:13][C:12]1[CH:15]=[CH:16][C:9]([NH:8][CH2:1][C:2]2[CH:7]=[CH:6][CH:5]=[CH:4][CH:3]=2)=[CH:10][CH:11]=1. The yield is 0.990. (3) The reactants are [F:1][C:2]([F:12])([F:11])[C:3]1[C:4]([CH:9]=O)=[N:5][CH:6]=[CH:7][CH:8]=1.[CH3:13][C:14]([S@@:17]([NH2:19])=[O:18])([CH3:16])[CH3:15]. The catalyst is S([O-])([O-])(=O)=O.[Cu+2].C(Cl)Cl. The product is [CH3:13][C:14]([S@@:17](/[N:19]=[CH:9]/[C:4]1[C:3]([C:2]([F:12])([F:11])[F:1])=[CH:8][CH:7]=[CH:6][N:5]=1)=[O:18])([CH3:16])[CH3:15]. The yield is 0.850. (4) The reactants are [C:1]([C@H:3]1[CH2:7][NH:6][C@H:5]([C:8]([NH:10][C:11]2[CH:16]=[CH:15][C:14]([O:17][C:18]3[CH:23]=[CH:22][C:21]([F:24])=[CH:20][CH:19]=3)=[CH:13][CH:12]=2)=[O:9])[CH2:4]1)#[N:2].[N:25]1([CH2:30][C:31](O)=[O:32])[CH:29]=[N:28][CH:27]=[N:26]1.CCN(C(C)C)C(C)C.CN(C(ON1N=NC2C=CC=NC1=2)=[N+](C)C)C.F[P-](F)(F)(F)(F)F. The catalyst is CN(C=O)C. The product is [N:25]1([CH2:30][C:31]([N:6]2[CH2:7][C@H:3]([C:1]#[N:2])[CH2:4][C@H:5]2[C:8]([NH:10][C:11]2[CH:12]=[CH:13][C:14]([O:17][C:18]3[CH:19]=[CH:20][C:21]([F:24])=[CH:22][CH:23]=3)=[CH:15][CH:16]=2)=[O:9])=[O:32])[CH:29]=[N:28][CH:27]=[N:26]1. The yield is 0.620. (5) The reactants are [ClH:1].O1CCOCC1.OC(C(F)(F)F)=O.[CH3:15][O:16][C:17]1[CH:22]=[CH:21][C:20]([NH:23][C:24]2[O:25][CH:26]=[C:27]([C:29]([N:31]3[CH2:36][CH2:35][N:34](C(OC(C)(C)C)=O)[CH2:33][CH:32]3[CH2:44][O:45][C:46]3[CH:47]=[N:48][CH:49]=[CH:50][CH:51]=3)=[O:30])[N:28]=2)=[CH:19][CH:18]=1. The catalyst is CO. The product is [ClH:1].[ClH:1].[CH3:15][O:16][C:17]1[CH:18]=[CH:19][C:20]([NH:23][C:24]2[O:25][CH:26]=[C:27]([C:29]([N:31]3[CH2:36][CH2:35][NH:34][CH2:33][CH:32]3[CH2:44][O:45][C:46]3[CH:47]=[N:48][CH:49]=[CH:50][CH:51]=3)=[O:30])[N:28]=2)=[CH:21][CH:22]=1. The yield is 0.730. (6) The reactants are [NH2:1][C:2]1[C:7]([Cl:8])=[C:6]([Cl:9])[N:5]=[C:4](Cl)[N:3]=1.[NH2:11][C:12]1[CH:19]=[CH:18][C:15]([C:16]#[N:17])=[CH:14][CH:13]=1.CN1CCCC1=O.Cl. The catalyst is C(OCC)C.O1CCOCC1. The product is [NH2:1][C:2]1[C:7]([Cl:8])=[C:6]([Cl:9])[N:5]=[C:4]([NH:11][C:12]2[CH:19]=[CH:18][C:15]([C:16]#[N:17])=[CH:14][CH:13]=2)[N:3]=1. The yield is 0.0680. (7) The reactants are [Br:1][C:2]1[CH:7]=[CH:6][C:5]([C:8]([CH3:19])([C:14](OCC)=[O:15])[C:9](OCC)=[O:10])=[CH:4][CH:3]=1.[H-].[Al+3].[Li+].[H-].[H-].[H-]. The catalyst is C1COCC1. The product is [Br:1][C:2]1[CH:3]=[CH:4][C:5]([C:8]([CH3:19])([CH2:14][OH:15])[CH2:9][OH:10])=[CH:6][CH:7]=1. The yield is 0.790.